This data is from Forward reaction prediction with 1.9M reactions from USPTO patents (1976-2016). The task is: Predict the product of the given reaction. (1) Given the reactants [O:1]=[C:2]1[CH2:9][CH2:8][NH:7][C:6]2[N:10]=[CH:11][C:12](/[CH:14]=[CH:15]/[C:16]([O:18]C(C)(C)C)=[O:17])=[CH:13][C:5]=2[CH2:4][NH:3]1.FC(F)(F)C(O)=O.C(Cl)[Cl:31], predict the reaction product. The product is: [ClH:31].[O:1]=[C:2]1[CH2:9][CH2:8][NH:7][C:6]2[N:10]=[CH:11][C:12](/[CH:14]=[CH:15]/[C:16]([OH:18])=[O:17])=[CH:13][C:5]=2[CH2:4][NH:3]1. (2) The product is: [CH2:38]([O:37][C:34]1[CH:35]=[N:36][C:31]([C:27]2[CH:26]=[C:25]([CH:23]([C:18]3[C:19](=[O:22])[CH:20]=[CH:21][N:16]([C:14]4[CH:13]=[N:12][N:11]([CH2:10][CH2:9][OH:8])[CH:15]=4)[N:17]=3)[CH3:24])[CH:30]=[CH:29][CH:28]=2)=[N:32][CH:33]=1)[CH3:39]. Given the reactants C([O:8][CH2:9][CH2:10][N:11]1[CH:15]=[C:14]([N:16]2[CH:21]=[CH:20][C:19](=[O:22])[C:18]([CH:23]([C:25]3[CH:30]=[CH:29][CH:28]=[C:27]([C:31]4[N:36]=[CH:35][C:34]([O:37][CH2:38][CH3:39])=[CH:33][N:32]=4)[CH:26]=3)[CH3:24])=[N:17]2)[CH:13]=[N:12]1)C1C=CC=CC=1.C(OC1C=NC(C2C=C(C=CC=2)CC2C(=O)C=CN(C3C=NN(CCO)C=3)N=2)=NC=1)C, predict the reaction product. (3) Given the reactants C(=O)([O-])[O-].[Na+].[Na+].[CH3:7][O:8][C:9](=[O:16])[CH2:10][CH2:11][CH2:12][CH2:13][C:14]#[N:15].Cl.[NH2:18][OH:19], predict the reaction product. The product is: [OH:19][NH:18][C:14]([CH2:13][CH2:12][CH2:11][CH2:10][C:9]([O:8][CH3:7])=[O:16])=[NH:15]. (4) Given the reactants [Br:1][C:2]1[CH:3]=[N:4][C:5](Cl)=[N:6][CH:7]=1.C([C:13]1[C:18]([F:19])=[C:17]([OH:20])[CH:16]=[CH:15][C:14]=1[S:21]([NH:24][C:25]1[S:26][CH:27]=[CH:28][N:29]=1)(=[O:23])=[O:22])(C)(C)C, predict the reaction product. The product is: [Br:1][C:2]1[C:3]([O:20][C:17]2[CH:16]=[CH:15][C:14]([S:21]([NH:24][C:25]3[S:26][CH:27]=[CH:28][N:29]=3)(=[O:23])=[O:22])=[CH:13][C:18]=2[F:19])=[N:4][CH:5]=[N:6][CH:7]=1. (5) Given the reactants [NH2:1][C:2]1[CH:7]=[CH:6][C:5]([C:8]2[O:12][C:11]([C:13]([O:15]C)=[O:14])=[CH:10][CH:9]=2)=[CH:4][CH:3]=1.[CH3:17][C:18]([O:21][C:22](O[C:22]([O:21][C:18]([CH3:20])([CH3:19])[CH3:17])=[O:23])=[O:23])([CH3:20])[CH3:19].[OH-].[Na+], predict the reaction product. The product is: [C:18]([O:21][C:22]([NH:1][C:2]1[CH:3]=[CH:4][C:5]([C:8]2[O:12][C:11]([C:13]([OH:15])=[O:14])=[CH:10][CH:9]=2)=[CH:6][CH:7]=1)=[O:23])([CH3:20])([CH3:19])[CH3:17].